This data is from Full USPTO retrosynthesis dataset with 1.9M reactions from patents (1976-2016). The task is: Predict the reactants needed to synthesize the given product. (1) Given the product [NH3:8].[F:24][C:14]1[CH:13]=[C:12]2[C:17]([N:18]3[C@H:10]([CH2:11]2)[CH2:9][NH:8][CH2:20][C@H:19]3[CH3:21])=[N:16][C:15]=1[CH2:22][OH:23], predict the reactants needed to synthesize it. The reactants are: C(OC([N:8]1[CH2:20][C@@H:19]([CH3:21])[N:18]2[C@H:10]([CH2:11][C:12]3[C:17]2=[N:16][C:15]([CH2:22][OH:23])=[C:14]([F:24])[CH:13]=3)[CH2:9]1)=O)(C)(C)C. (2) Given the product [CH3:31][C:32]1[N:36]([CH2:37][C:38]([N:21]2[CH2:22][CH2:23][CH:18]([C:15]3[S:16][CH:17]=[C:13]([C:12]#[C:11][C:1]4[C:10]5[C:5](=[CH:6][CH:7]=[CH:8][CH:9]=5)[CH:4]=[CH:3][CH:2]=4)[N:14]=3)[CH2:19][CH2:20]2)=[O:40])[N:35]=[C:34]([C:41]([F:44])([F:43])[F:42])[CH:33]=1, predict the reactants needed to synthesize it. The reactants are: [C:1]1([C:11]#[C:12][C:13]2[N:14]=[C:15]([CH:18]3[CH2:23][CH2:22][N:21](C(OC(C)(C)C)=O)[CH2:20][CH2:19]3)[S:16][CH:17]=2)[C:10]2[C:5](=[CH:6][CH:7]=[CH:8][CH:9]=2)[CH:4]=[CH:3][CH:2]=1.[CH3:31][C:32]1[N:36]([CH2:37][C:38]([OH:40])=O)[N:35]=[C:34]([C:41]([F:44])([F:43])[F:42])[CH:33]=1. (3) Given the product [N:1]1([CH2:7][C:8]2[N:12]3[CH:13]=[C:14]([NH2:17])[CH:15]=[CH:16][C:11]3=[N:10][N:9]=2)[CH2:6][CH2:5][O:4][CH2:3][CH2:2]1, predict the reactants needed to synthesize it. The reactants are: [N:1]1([CH2:7][C:8]2[N:12]3[CH:13]=[C:14]([N+:17]([O-])=O)[CH:15]=[CH:16][C:11]3=[N:10][N:9]=2)[CH2:6][CH2:5][O:4][CH2:3][CH2:2]1.C(O)C. (4) Given the product [Br:1][C:2]1[CH:7]=[CH:6][CH:5]=[CH:4][C:3]=1[CH:8]([OH:11])[CH2:9][O:10][Si:17]([C:30]([CH3:33])([CH3:32])[CH3:31])([C:24]1[CH:25]=[CH:26][CH:27]=[CH:28][CH:29]=1)[C:18]1[CH:23]=[CH:22][CH:21]=[CH:20][CH:19]=1, predict the reactants needed to synthesize it. The reactants are: [Br:1][C:2]1[CH:7]=[CH:6][CH:5]=[CH:4][C:3]=1[CH:8]([OH:11])[CH2:9][OH:10].N1C=CN=C1.[Si:17](Cl)([C:30]([CH3:33])([CH3:32])[CH3:31])([C:24]1[CH:29]=[CH:28][CH:27]=[CH:26][CH:25]=1)[C:18]1[CH:23]=[CH:22][CH:21]=[CH:20][CH:19]=1. (5) Given the product [CH3:28][C@@:29]12[C:35]([CH3:37])([CH3:36])[C@@H:32]([CH2:33][CH2:34]1)/[C:31](=[CH:7]\[C:8]([C:10]1[CH:11]=[N:12][N:13]([C:16]3[CH:17]=[CH:18][CH:19]=[CH:20][CH:21]=3)[C:14]=1[CH3:15])=[O:9])/[C:30]2=[O:39], predict the reactants needed to synthesize it. The reactants are: COP([CH2:7][C:8]([C:10]1[CH:11]=[N:12][N:13]([C:16]2[CH:21]=[CH:20][CH:19]=[CH:18][CH:17]=2)[C:14]=1[CH3:15])=[O:9])(=O)OC.CC(C)([O-])C.[K+].[CH3:28][C@@:29]12[C:35]([CH3:37])([CH3:36])[C@@H:32]([CH2:33][CH2:34]1)[C:31](=O)[C:30]2=[O:39].